The task is: Predict the product of the given reaction.. This data is from Forward reaction prediction with 1.9M reactions from USPTO patents (1976-2016). (1) Given the reactants C(O[C:4]([C:6]1[C:7]([OH:25])=[C:8]2[C:16]([Cl:17])=[CH:15][N:14]([CH2:18][C:19]3[CH:24]=[CH:23][CH:22]=[CH:21][CH:20]=3)[C:9]2=[C:10]([C:12]#[N:13])[N:11]=1)=[O:5])C.[NH2:26][CH2:27][C:28]([OH:30])=[O:29].C[O-].[Na+].CO, predict the reaction product. The product is: [CH2:18]([N:14]1[C:9]2=[C:10]([C:12]#[N:13])[N:11]=[C:6]([C:4]([NH:26][CH2:27][C:28]([OH:30])=[O:29])=[O:5])[C:7]([OH:25])=[C:8]2[C:16]([Cl:17])=[CH:15]1)[C:19]1[CH:20]=[CH:21][CH:22]=[CH:23][CH:24]=1. (2) Given the reactants Cl.[NH2:2][CH2:3][C:4]1[CH:13]=[CH:12][CH:11]=[C:10]2[C:5]=1[C:6](=[O:23])[N:7]([CH:15]1[CH2:20][CH2:19][C:18](=[O:21])[NH:17][C:16]1=[O:22])[C:8]([CH3:14])=[N:9]2.[C:24](Cl)(=[O:31])[C:25]1[CH:30]=[CH:29][CH:28]=[CH:27][CH:26]=1.C(N(CC)C(C)C)(C)C, predict the reaction product. The product is: [O:22]=[C:16]1[CH:15]([N:7]2[C:6](=[O:23])[C:5]3[C:10](=[CH:11][CH:12]=[CH:13][C:4]=3[CH2:3][NH:2][C:24](=[O:31])[C:25]3[CH:30]=[CH:29][CH:28]=[CH:27][CH:26]=3)[N:9]=[C:8]2[CH3:14])[CH2:20][CH2:19][C:18](=[O:21])[NH:17]1. (3) Given the reactants [C:1]([O:5][C:6]([N:8]1[CH2:12][CH2:11][CH2:10][C@@H:9]1[CH2:13][O:14][C:15]1[CH:20]=[CH:19][C:18]([OH:21])=[CH:17][CH:16]=1)=[O:7])([CH3:4])([CH3:3])[CH3:2].Cl[C:23]1[S:24][C:25]2[CH:31]=[CH:30][CH:29]=[CH:28][C:26]=2[N:27]=1, predict the reaction product. The product is: [C:1]([O:5][C:6]([N:8]1[CH2:12][CH2:11][CH2:10][C@@H:9]1[CH2:13][O:14][C:15]1[CH:20]=[CH:19][C:18]([O:21][C:23]2[S:24][C:25]3[CH:31]=[CH:30][CH:29]=[CH:28][C:26]=3[N:27]=2)=[CH:17][CH:16]=1)=[O:7])([CH3:4])([CH3:2])[CH3:3].